Dataset: HIV replication inhibition screening data with 41,000+ compounds from the AIDS Antiviral Screen. Task: Binary Classification. Given a drug SMILES string, predict its activity (active/inactive) in a high-throughput screening assay against a specified biological target. (1) The compound is CCOC(=O)C(=Cc1ccc([N+](=O)[O-])cc1)[Se]c1ccccc1. The result is 0 (inactive). (2) The molecule is CCOC(=O)C(C#N)(Cc1ccc2ccccc2n1)Cc1ccc2ccccc2n1. The result is 0 (inactive). (3) The molecule is Cc1ccc(N2C=[N+](C)c3ccc(C)cc3C2)cc1. The result is 0 (inactive). (4) The molecule is CCCCCC#CCOC(=O)C(=[N+]=[N-])P(=O)(c1ccccc1)c1ccccc1. The result is 0 (inactive). (5) The compound is COc1cc2c(c(O)c1OC)C(=O)C1CCC(=O)N1C2. The result is 1 (active). (6) The drug is CC(=NNS(=O)(=O)c1c(C)cc(C)cc1C)c1cccc[n+]1[O-]. The result is 0 (inactive). (7) The molecule is O=C1NC2=C(CCCCC2=NO)C12CCCCC2. The result is 0 (inactive). (8) The molecule is CCOC(=O)c1c[nH]c2c(ccc3ncccc32)c1=O. The result is 0 (inactive). (9) The result is 0 (inactive). The drug is CCCCNS(=O)(=O)c1ccc(-c2c3nc(c(-c4ccc(S(=O)(=O)NCCCC)cc4)c4ccc([nH]4)c(-c4ccc(S(=O)(=O)NCCCC)cc4)c4nc(c(-c5ccc(S(=O)(=O)NCCCC)cc5)c5ccc2[nH]5)C=C4)C=C3)cc1. (10) The result is 1 (active). The molecule is CCCCCCCCCCCCCCCC(=O)Nc1nc(=O)n(C2CCC(COP(=O)(O)OCC3OC(n4cc(C)c(=O)[nH]c4=O)CC3N=[N+]=[N-])O2)cc1C.